This data is from Forward reaction prediction with 1.9M reactions from USPTO patents (1976-2016). The task is: Predict the product of the given reaction. The product is: [ClH:13].[CH3:7][C:6]1[N:5]=[C:3]([OH:4])[N+:2]([O-:1])=[C:10]([CH3:11])[CH:9]=1. Given the reactants [OH:1][NH:2][C:3]([NH2:5])=[O:4].[C:6]([CH2:9][C:10](=O)[CH3:11])(=O)[CH3:7].[ClH:13], predict the reaction product.